Task: Predict the reactants needed to synthesize the given product.. Dataset: Full USPTO retrosynthesis dataset with 1.9M reactions from patents (1976-2016) (1) Given the product [Cl:35][C:36]1[CH:41]=[CH:40][CH:39]=[CH:38][C:37]=1[C:42]1[C:48]2[CH:49]=[C:50]([O:55][CH2:56][CH2:57][O:58][CH3:59])[C:51]([O:53][CH3:54])=[CH:52][C:47]=2[N:46]=[C:45]2[NH:60][NH:61][C:62]([CH3:63])=[C:44]2[N:43]=1, predict the reactants needed to synthesize it. The reactants are: NC1C=C(OC)C(OCCOC)=CC=1C(C1C=CC=CC=1Cl)=O.NC1C(C)=NN(CC=C)C=1Cl.[Cl:35][C:36]1[CH:41]=[CH:40][CH:39]=[CH:38][C:37]=1[C:42]1[C:48]2[CH:49]=[C:50]([O:55][CH2:56][CH2:57][O:58][CH3:59])[C:51]([O:53][CH3:54])=[CH:52][C:47]=2[N:46]=[C:45]2[N:60](CC=C)[NH:61][C:62]([CH3:63])=[C:44]2[N:43]=1.[H-].C([Al+]CC(C)C)C(C)C. (2) Given the product [CH:40]1([CH2:42][CH:15]([O:14][CH:11]2[CH2:12][CH2:13][NH:8][CH2:9][CH2:10]2)[CH:16]([N:20]2[CH2:29][CH2:28][C:27]3[C:22](=[CH:23][C:24]([O:30][C:31]4[CH:36]=[CH:35][C:34]([F:37])=[CH:33][C:32]=4[F:38])=[CH:25][CH:26]=3)[C:21]2=[O:39])[CH:17]([CH3:18])[CH3:19])[CH2:48][CH2:47]1, predict the reactants needed to synthesize it. The reactants are: C(OC([N:8]1[CH2:13][CH2:12][CH:11]([O:14][CH2:15][CH:16]([N:20]2[CH2:29][CH2:28][C:27]3[C:22](=[CH:23][C:24]([O:30][C:31]4[CH:36]=[CH:35][C:34]([F:37])=[CH:33][C:32]=4[F:38])=[CH:25][CH:26]=3)[C:21]2=[O:39])[CH:17]([CH3:19])[CH3:18])[CH2:10][CH2:9]1)=O)(C)(C)C.[C:40](O)([C:42](F)(F)F)=O.[CH2:47]1C[CH2:48]1.CCN(C(C)C)C(C)C.C(O[BH-](OC(=O)C)OC(=O)C)(=O)C. (3) Given the product [ClH:23].[NH:13]1[CH2:14][CH2:15][CH:10]([C:3]2[C:4]3[C:9](=[CH:8][CH:7]=[CH:6][CH:5]=3)[NH:1][CH:2]=2)[CH2:11][CH2:12]1, predict the reactants needed to synthesize it. The reactants are: [NH:1]1[C:9]2[C:4](=[CH:5][CH:6]=[CH:7][CH:8]=2)[C:3]([CH:10]2[CH2:15][CH2:14][N:13](C(OC(C)(C)C)=O)[CH2:12][CH2:11]2)=[CH:2]1.[ClH:23]. (4) Given the product [CH:28]([C:12]1[CH:17]=[CH:16][C:15]([C:2]2[CH:7]=[CH:6][C:5]3[O:8][CH2:9][O:10][C:4]=3[CH:3]=2)=[CH:14][CH:13]=1)=[O:23], predict the reactants needed to synthesize it. The reactants are: Br[C:2]1[CH:7]=[CH:6][C:5]2[O:8][CH2:9][O:10][C:4]=2[CH:3]=1.Cl[C:12]1[CH:17]=[CH:16][C:15](B(O)O)=[CH:14][CH:13]=1.[F-].[K+].[O:23]1[CH2:28]CCCO1. (5) Given the product [NH2:9][C@@H:10]([CH2:14][CH2:15][CH2:16][CH2:17][NH:18][C:19](=[O:22])[CH:20]=[CH2:21])[C:11]([O:13][CH3:23])=[O:12], predict the reactants needed to synthesize it. The reactants are: Cl.C(OC([NH:9][C@@H:10]([CH2:14][CH2:15][CH2:16][CH2:17][NH:18][C:19](=[O:22])[CH:20]=[CH2:21])[C:11]([OH:13])=[O:12])=O)(C)(C)C.[CH3:23]O. (6) Given the product [OH:2][C:3]1[CH:11]=[CH:10][C:6]([C:7]([OH:9])=[O:8])=[CH:5][C:4]=1[C:12]([F:13])([F:14])[F:15], predict the reactants needed to synthesize it. The reactants are: C[O:2][C:3]1[CH:11]=[CH:10][C:6]([C:7]([OH:9])=[O:8])=[CH:5][C:4]=1[C:12]([F:15])([F:14])[F:13].Cl.N1C=CC=CC=1.C(O)(=O)CC(CC(O)=O)(C(O)=O)O.